Dataset: Full USPTO retrosynthesis dataset with 1.9M reactions from patents (1976-2016). Task: Predict the reactants needed to synthesize the given product. (1) Given the product [CH3:19][S:16]([C:13]1[CH:14]=[CH:15][C:10]([C:6]2[C:5]3[N:4]([N:3]=[C:2]([NH:21][C:22]4[CH:23]=[C:24]([N:28]5[CH2:29][CH2:30][N:31]([CH2:34][C@@H:35]([OH:37])[CH3:36])[CH2:32][CH2:33]5)[CH:25]=[CH:26][CH:27]=4)[N:20]=3)[CH:9]=[CH:8][CH:7]=2)=[CH:11][CH:12]=1)(=[O:18])=[O:17], predict the reactants needed to synthesize it. The reactants are: Cl[C:2]1[N:20]=[C:5]2[C:6]([C:10]3[CH:15]=[CH:14][C:13]([S:16]([CH3:19])(=[O:18])=[O:17])=[CH:12][CH:11]=3)=[CH:7][CH:8]=[CH:9][N:4]2[N:3]=1.[NH2:21][C:22]1[CH:23]=[C:24]([N:28]2[CH2:33][CH2:32][N:31]([CH2:34][C@@H:35]([OH:37])[CH3:36])[CH2:30][CH2:29]2)[CH:25]=[CH:26][CH:27]=1.C1(P(C2CCCCC2)C2C=CC=CC=2C2C=CC=CC=2P(C2CCCCC2)C2CCCCC2)CCCCC1. (2) Given the product [CH:24]([O:26][C:12]1[C:7]([O:6][S:3]([C:2]([F:21])([F:1])[F:20])(=[O:5])=[O:4])=[C:8]2[CH2:18][CH2:17][N:16]([CH3:19])[C:9]2=[N:10][C:11]=1[CH3:15])=[O:25], predict the reactants needed to synthesize it. The reactants are: [F:1][C:2]([F:21])([F:20])[S:3]([O:6][C:7]1[C:12](C=O)=[C:11]([CH3:15])[N:10]=[C:9]2[N:16]([CH3:19])[CH2:17][CH2:18][C:8]=12)(=[O:5])=[O:4].OO.[C:24]([O-])([OH:26])=[O:25].[Na+]. (3) Given the product [CH2:1]([O:3][CH2:4][N:5]1[C:13]2[C:12](=[O:14])[N:11]([CH2:15][CH2:16][CH2:17][CH2:18][C@H:19]([OH:21])[CH3:20])[C:10](=[O:22])[N:9]([CH3:23])[C:8]=2[N:7]=[C:6]1[S:24][CH2:26][CH2:27][Cl:28])[CH3:2], predict the reactants needed to synthesize it. The reactants are: [CH2:1]([O:3][CH2:4][N:5]1[C:13]2[C:12](=[O:14])[N:11]([CH2:15][CH2:16][CH2:17][CH2:18][C@H:19]([OH:21])[CH3:20])[C:10](=[O:22])[N:9]([CH3:23])[C:8]=2[N:7]=[C:6]1[SH:24])[CH3:2].Br[CH2:26][CH2:27][Cl:28]. (4) Given the product [OH:2][CH2:3][CH2:4][C@H:5]([C:32]([F:34])([F:35])[F:33])[O:6][C:7]1[CH:12]=[CH:11][C:10]([NH:13][C:14]([CH:16]2[CH2:21][CH2:20][N:19]([S:22]([C:25]3[CH:26]=[CH:27][C:28]([CH3:31])=[CH:29][CH:30]=3)(=[O:24])=[O:23])[CH2:18][CH2:17]2)=[O:15])=[CH:9][CH:8]=1, predict the reactants needed to synthesize it. The reactants are: C[O:2][CH2:3][CH2:4][C@H:5]([C:32]([F:35])([F:34])[F:33])[O:6][C:7]1[CH:12]=[CH:11][C:10]([NH:13][C:14]([CH:16]2[CH2:21][CH2:20][N:19]([S:22]([C:25]3[CH:30]=[CH:29][C:28]([CH3:31])=[CH:27][CH:26]=3)(=[O:24])=[O:23])[CH2:18][CH2:17]2)=[O:15])=[CH:9][CH:8]=1.B(Br)(Br)Br.